From a dataset of Full USPTO retrosynthesis dataset with 1.9M reactions from patents (1976-2016). Predict the reactants needed to synthesize the given product. (1) Given the product [NH2:1][C:2]1[C:3]([C:24]([NH2:25])=[O:28])=[N:4][C:5]([C:14]2[CH:19]=[CH:18][C:17](=[O:20])[N:16]([CH:21]([CH3:23])[CH3:22])[N:15]=2)=[C:6]([C:8]2[CH:9]=[CH:10][CH:11]=[CH:12][CH:13]=2)[N:7]=1, predict the reactants needed to synthesize it. The reactants are: [NH2:1][C:2]1[C:3]([C:24]#[N:25])=[N:4][C:5]([C:14]2[CH:19]=[CH:18][C:17](=[O:20])[N:16]([CH:21]([CH3:23])[CH3:22])[N:15]=2)=[C:6]([C:8]2[CH:13]=[CH:12][CH:11]=[CH:10][CH:9]=2)[N:7]=1.CC(O)=[O:28].C([O-])([O-])=O.[Na+].[Na+].CCCCCC. (2) The reactants are: C(O[C@H:5]1[C@H:10]([O:11][C:12](=[O:14])[CH3:13])[C@@H:9]([CH2:15][O:16][C:17](=[O:19])[CH3:18])[O:8][CH:7]=[CH:6]1)(=O)C.C([SiH](CC)CC)C.B(F)(F)F.CCOCC. Given the product [C:12]([O:11][C@@H:10]1[C@@H:9]([CH2:15][O:16][C:17](=[O:19])[CH3:18])[O:8][CH2:7][CH:6]=[CH:5]1)(=[O:14])[CH3:13], predict the reactants needed to synthesize it.